Task: Predict the reactants needed to synthesize the given product.. Dataset: Full USPTO retrosynthesis dataset with 1.9M reactions from patents (1976-2016) (1) Given the product [CH:1]([C:3]1[C:12]2[N:11]([CH3:13])[C:10](=[O:14])[CH:9]=[CH:8][C:7]=2[N:6]=[CH:5][C:4]=1[C:15]([OH:17])=[O:16])=[CH2:2], predict the reactants needed to synthesize it. The reactants are: [CH:1]([C:3]1[C:12]2[N:11]([CH3:13])[C:10](=[O:14])[CH:9]=[CH:8][C:7]=2[N:6]=[CH:5][C:4]=1[C:15]([O:17]C)=[O:16])=[CH2:2].[OH-].[Na+]. (2) Given the product [CH3:16][N:14]([CH3:15])[S:11]([N:9]1[CH:10]=[C:6]([CH2:5][C:4]2[CH:17]=[CH:18][C:19]([CH3:20])=[C:2]([NH:1][S:22]([CH3:21])(=[O:24])=[O:23])[CH:3]=2)[N:7]=[CH:8]1)(=[O:12])=[O:13], predict the reactants needed to synthesize it. The reactants are: [NH2:1][C:2]1[CH:3]=[C:4]([CH:17]=[CH:18][C:19]=1[CH3:20])[CH2:5][C:6]1[N:7]=[CH:8][N:9]([S:11]([N:14]([CH3:16])[CH3:15])(=[O:13])=[O:12])[CH:10]=1.[CH3:21][S:22](Cl)(=[O:24])=[O:23].